This data is from Forward reaction prediction with 1.9M reactions from USPTO patents (1976-2016). The task is: Predict the product of the given reaction. (1) Given the reactants CS([O:5][CH:6]([CH2:9][CH3:10])[C:7]#[N:8])(=O)=O.[CH3:11][C:12]1[C:17]([C:18]([F:21])([F:20])[F:19])=[CH:16][CH:15]=[CH:14][C:13]=1O.C(=O)([O-])[O-].[K+].[K+].[I-].[K+], predict the reaction product. The product is: [CH3:11][C:12]1[C:17]([C:18]([F:19])([F:20])[F:21])=[CH:16][CH:15]=[CH:14][C:13]=1[O:5][CH:6]([CH2:9][CH3:10])[C:7]#[N:8]. (2) Given the reactants [Cl:1][C:2]1[CH:7]=C(/C=C/C(N2CCN(C(=O)C)CC2)=O)C=[CH:4][C:3]=1[S:21][C:22]1[CH:27]=[CH:26][C:25](/[CH:28]=[CH:29]/[C:30]([N:32]2[CH2:37][CH2:36][N:35]([C:38](=[O:40])[CH3:39])[CH2:34][CH2:33]2)=[O:31])=[CH:24][C:23]=1[Cl:41].Cl[Sn]Cl, predict the reaction product. The product is: [Cl:1][C:2]1[CH:7]=[C:33]([NH2:32])[C:34]([NH2:35])=[CH:4][C:3]=1[S:21][C:22]1[CH:27]=[CH:26][C:25](/[CH:28]=[CH:29]/[C:30]([N:32]2[CH2:33][CH2:34][N:35]([C:38](=[O:40])[CH3:39])[CH2:36][CH2:37]2)=[O:31])=[CH:24][C:23]=1[Cl:41]. (3) Given the reactants [F:1][C:2]1[CH:31]=[CH:30][C:5]([CH2:6][N:7]2[CH2:22][CH:21]([CH2:23][CH2:24][N:25](OC)[CH3:26])[N:10]3[C:11](=[O:20])[N:12]([CH:17]([CH3:19])[CH3:18])[C:13](=[O:16])[C:14]([OH:15])=[C:9]3[C:8]2=[O:29])=[CH:4][CH:3]=1, predict the reaction product. The product is: [F:1][C:2]1[CH:3]=[CH:4][C:5]([CH2:6][N:7]2[CH2:22][CH:21]([CH2:23][CH2:24][NH:25][CH3:26])[N:10]3[C:11](=[O:20])[N:12]([CH:17]([CH3:19])[CH3:18])[C:13](=[O:16])[C:14]([OH:15])=[C:9]3[C:8]2=[O:29])=[CH:30][CH:31]=1. (4) Given the reactants [C:1](Cl)(=[O:6])[C:2]([CH3:5])([CH3:4])[CH3:3].[OH:8][C:9]1[C:10]([C:16]([O:18][CH3:19])=[O:17])=[N:11][CH:12]=[N:13][C:14]=1[OH:15], predict the reaction product. The product is: [CH3:3][C:2]([CH3:5])([CH3:4])[C:1]([O:8][C:9]1[C:10]([C:16]([O:18][CH3:19])=[O:17])=[N:11][CH:12]=[N:13][C:14]=1[OH:15])=[O:6]. (5) The product is: [Cl:1][C:2]1[C:3]([N:8]2[C:12]([C:24]([OH:26])=[O:25])=[CH:11][C:10]([N+:13]([O-:15])=[O:14])=[N:9]2)=[N:4][CH:5]=[CH:6][CH:7]=1. Given the reactants [Cl:1][C:2]1[C:3]([N:8]2[CH:12]=[CH:11][C:10]([N+:13]([O-:15])=[O:14])=[N:9]2)=[N:4][CH:5]=[CH:6][CH:7]=1.C([N-]C(C)C)(C)C.[Li+].[C:24](=[O:26])=[O:25].[OH-].[Na+], predict the reaction product.